Task: Predict the product of the given reaction.. Dataset: Forward reaction prediction with 1.9M reactions from USPTO patents (1976-2016) (1) Given the reactants C([NH:5][S:6]([C:9]1[C:10]([C:15]2[CH:20]=[CH:19][C:18]([CH2:21][N:22]3[C:26]([CH:27]=[O:28])=[C:25]([Cl:29])[N:24]=[C:23]3[C:30]3[CH:35]=[CH:34][CH:33]=[CH:32][CH:31]=3)=[C:17]([Cl:36])[CH:16]=2)=[CH:11][CH:12]=[CH:13][CH:14]=1)(=[O:8])=[O:7])(C)(C)C.C1(OC)C=CC=CC=1, predict the reaction product. The product is: [Cl:36][C:17]1[CH:16]=[C:15]([C:10]2[C:9]([S:6]([NH2:5])(=[O:8])=[O:7])=[CH:14][CH:13]=[CH:12][CH:11]=2)[CH:20]=[CH:19][C:18]=1[CH2:21][N:22]1[C:26]([CH:27]=[O:28])=[C:25]([Cl:29])[N:24]=[C:23]1[C:30]1[CH:31]=[CH:32][CH:33]=[CH:34][CH:35]=1. (2) Given the reactants [NH2:1][C:2]1[N:7]=[CH:6][C:5]([C:8]2[S:12][C:11]([CH:13]3[CH2:18][CH2:17][N:16](C(OC(C)(C)C)=O)[CH2:15][CH2:14]3)=[C:10]([CH3:26])[CH:9]=2)=[CH:4][C:3]=1[C:27]1[N:31]([C:32]2[CH:37]=[CH:36][C:35]([O:38][CH3:39])=[C:34]([F:40])[C:33]=2[F:41])[N:30]=[N:29][N:28]=1.Cl, predict the reaction product. The product is: [F:41][C:33]1[C:34]([F:40])=[C:35]([O:38][CH3:39])[CH:36]=[CH:37][C:32]=1[N:31]1[C:27]([C:3]2[C:2]([NH2:1])=[N:7][CH:6]=[C:5]([C:8]3[S:12][C:11]([CH:13]4[CH2:18][CH2:17][NH:16][CH2:15][CH2:14]4)=[C:10]([CH3:26])[CH:9]=3)[CH:4]=2)=[N:28][N:29]=[N:30]1. (3) Given the reactants [Br:1]Br.[N:3]1[C:12]2[C:7](=[CH:8][C:9]([CH:13]=[O:14])=[CH:10][CH:11]=2)[CH:6]=[CH:5][CH:4]=1, predict the reaction product. The product is: [Br:1][C:5]1[CH:4]=[N:3][C:12]2[C:7]([CH:6]=1)=[CH:8][C:9]([CH:13]=[O:14])=[CH:10][CH:11]=2.